Dataset: Forward reaction prediction with 1.9M reactions from USPTO patents (1976-2016). Task: Predict the product of the given reaction. (1) Given the reactants [CH:1]([N:4]1[CH:8]=[C:7](B(O)O)[CH:6]=[N:5]1)([CH3:3])[CH3:2].[OH-:12].[Na+].OO.Cl, predict the reaction product. The product is: [CH:1]([N:4]1[CH:8]=[C:7]([OH:12])[CH:6]=[N:5]1)([CH3:3])[CH3:2]. (2) Given the reactants [Cl:1][C:2]1[C:3]([O:12][C:13]2[CH:18]=[C:17]([O:19][CH2:20][CH2:21][O:22][CH3:23])[CH:16]=[CH:15][C:14]=2[CH:24]([CH3:29])[CH2:25][C:26](O)=[O:27])=[N:4][CH:5]=[C:6]([C:8]([F:11])([F:10])[F:9])[CH:7]=1.[CH3:30][O:31][CH2:32][CH2:33][CH2:34][S:35]([NH2:38])(=[O:37])=[O:36].N12CCCN=C1CCCCC2, predict the reaction product. The product is: [Cl:1][C:2]1[C:3]([O:12][C:13]2[CH:18]=[C:17]([O:19][CH2:20][CH2:21][O:22][CH3:23])[CH:16]=[CH:15][C:14]=2[CH:24]([CH3:29])[CH2:25][C:26]([NH:38][S:35]([CH2:34][CH2:33][CH2:32][O:31][CH3:30])(=[O:37])=[O:36])=[O:27])=[N:4][CH:5]=[C:6]([C:8]([F:10])([F:11])[F:9])[CH:7]=1. (3) Given the reactants [CH3:1][O:2][C:3](=[O:16])[CH2:4][C:5]1[CH:10]=[C:9]([O:11][CH:12]([F:14])[F:13])[CH:8]=[C:7]([Cl:15])[CH:6]=1.[CH:17](OC)=[O:18].[Na].CO, predict the reaction product. The product is: [CH3:1][O:2][C:3](=[O:16])[CH:4]([C:5]1[CH:10]=[C:9]([O:11][CH:12]([F:13])[F:14])[CH:8]=[C:7]([Cl:15])[CH:6]=1)[CH:17]=[O:18]. (4) Given the reactants [NH2:1][C:2]1[NH:6][N:5]=[C:4]([OH:7])[C:3]=1[C:8]1[CH:13]=[CH:12][CH:11]=[CH:10][N:9]=1.[NH:14]1[C:18]2[CH:19]=[CH:20][C:21]([C:23](=O)[CH2:24][C:25](OCC)=[O:26])=[CH:22][C:17]=2[N:16]=[N:15]1.CC1C=CC(S(O)(=O)=O)=CC=1, predict the reaction product. The product is: [NH:14]1[C:18]2[CH:19]=[CH:20][C:21]([C:23]3[NH:1][C:2]4[N:6]([N:5]=[C:4]([OH:7])[C:3]=4[C:8]4[CH:13]=[CH:12][CH:11]=[CH:10][N:9]=4)[C:25](=[O:26])[CH:24]=3)=[CH:22][C:17]=2[N:16]=[N:15]1. (5) Given the reactants CCN(CC)CC.[CH:8]([C:11]1[CH:15]=[C:14]([NH:16][C:17](=[O:25])OC2C=CC=CC=2)[N:13]([C:26]2[CH:31]=[CH:30][C:29]([CH3:32])=[CH:28][CH:27]=2)[N:12]=1)([CH3:10])[CH3:9].[Cl:33][C:34]1[C:40]([Cl:41])=[C:39]([O:42][C:43]2[CH:48]=[CH:47][N:46]=[C:45]([Cl:49])[N:44]=2)[CH:38]=[CH:37][C:35]=1[NH2:36], predict the reaction product. The product is: [Cl:33][C:34]1[C:40]([Cl:41])=[C:39]([O:42][C:43]2[CH:48]=[CH:47][N:46]=[C:45]([Cl:49])[N:44]=2)[CH:38]=[CH:37][C:35]=1[NH:36][C:17]([NH:16][C:14]1[N:13]([C:26]2[CH:27]=[CH:28][C:29]([CH3:32])=[CH:30][CH:31]=2)[N:12]=[C:11]([CH:8]([CH3:9])[CH3:10])[CH:15]=1)=[O:25]. (6) Given the reactants Cl.[CH3:2][C:3]1[CH:4]=[C:5]([C:9](=[O:20])[CH2:10][C:11]2[NH:15][C:14]3[CH2:16][CH2:17][CH2:18][CH2:19][C:13]=3[N:12]=2)[CH:6]=[CH:7][CH:8]=1.C[O-].[Na+].[C:24](OC)(=[O:27])[C:25]#[CH:26], predict the reaction product. The product is: [CH3:2][C:3]1[CH:4]=[C:5]([CH:6]=[CH:7][CH:8]=1)[C:9]([C:10]1[CH:26]=[CH:25][C:24](=[O:27])[N:15]2[C:14]3[CH2:16][CH2:17][CH2:18][CH2:19][C:13]=3[NH:12][C:11]=12)=[O:20]. (7) Given the reactants [Br:1][C:2]1[CH:3]=[N:4][CH:5]=[C:6]([CH2:8][S:9]([CH3:11])=[O:10])[CH:7]=1.[N-:12]=[N+]=[N-].[Na+].OS(O)(=O)=O, predict the reaction product. The product is: [Br:1][C:2]1[CH:3]=[N:4][CH:5]=[C:6]([CH2:8][S:9](=[NH:12])([CH3:11])=[O:10])[CH:7]=1. (8) The product is: [Cl:1][C:2]1[CH:42]=[CH:41][C:5]2[NH:6][C:7]([C@@H:9]([NH:15][C:16](=[O:40])[C:17]3[CH:22]=[CH:21][C:20]([C:23]([N:25]4[CH2:29][CH2:28][CH2:27][C@H:26]4[CH2:30][NH:31][C:32]([O:34][C:35]([CH3:38])([CH3:37])[CH3:36])=[O:33])=[O:24])=[C:19]([Cl:39])[CH:18]=3)[CH2:10][CH2:11][S:12]([CH3:14])(=[O:48])=[O:13])=[N:8][C:4]=2[CH:3]=1. Given the reactants [Cl:1][C:2]1[CH:42]=[CH:41][C:5]2[NH:6][C:7]([C@@H:9]([NH:15][C:16](=[O:40])[C:17]3[CH:22]=[CH:21][C:20]([C:23]([N:25]4[CH2:29][CH2:28][CH2:27][C@H:26]4[CH2:30][NH:31][C:32]([O:34][C:35]([CH3:38])([CH3:37])[CH3:36])=[O:33])=[O:24])=[C:19]([Cl:39])[CH:18]=3)[CH2:10][CH2:11][S:12]([CH3:14])=[O:13])=[N:8][C:4]=2[CH:3]=1.ClC1C=C(C=CC=1)C(OO)=[O:48].ClCCl.CO.ClCl, predict the reaction product. (9) Given the reactants [C:1]([NH:4][C:5]1[CH:32]=[CH:31][C:8]([C:9]([NH:11][C:12]2[C:16]([NH:17]C(=O)OC(C)(C)C)=[CH:15][N:14]([C:25]3[CH:30]=[CH:29][CH:28]=[CH:27][CH:26]=3)[N:13]=2)=[O:10])=[CH:7][CH:6]=1)(=[O:3])[CH3:2].[B-](F)(F)(F)[F:34].[B-](F)(F)(F)F.C1[N+]2(CCl)CC[N+](F)(CC2)C1, predict the reaction product. The product is: [C:1]([NH:4][C:5]1[CH:32]=[CH:31][C:8]([C:9]([NH:11][C:12]2[C:16]([NH2:17])=[C:15]([F:34])[N:14]([C:25]3[CH:30]=[CH:29][CH:28]=[CH:27][CH:26]=3)[N:13]=2)=[O:10])=[CH:7][CH:6]=1)(=[O:3])[CH3:2]. (10) Given the reactants [I:1][C:2]1[C:3]([S:11][C:12]2[NH:13][C:14]3[CH:19]=[CH:18][N:17]=[C:16]([NH2:20])[C:15]=3[N:21]=2)=[CH:4][C:5]2[O:9][CH2:8][O:7][C:6]=2[CH:10]=1.[C:22]([O-])([O-])=O.[Cs+].[Cs+].NC1C2N=C(S[C:47]3[C:55](I)=[CH:54][C:50]4[O:51]CO[C:49]=4[CH:48]=3)N(CCCC(OCC)=O)C=2C=CN=1.CN([CH:60]=[O:61])C, predict the reaction product. The product is: [NH2:20][C:16]1[C:15]2[N:21]=[C:12]([S:11][C:3]3[C:2]([I:1])=[CH:10][C:6]4[O:7][CH2:8][O:9][C:5]=4[CH:4]=3)[N:13]([CH2:54][CH2:55][CH2:47][CH2:48][CH2:49][C:50]([O:61][CH2:60][CH3:22])=[O:51])[C:14]=2[CH:19]=[CH:18][N:17]=1.